Dataset: Catalyst prediction with 721,799 reactions and 888 catalyst types from USPTO. Task: Predict which catalyst facilitates the given reaction. (1) Reactant: [NH2:1][C:2]1[CH:10]=[CH:9][CH:8]=[C:7]2[C:3]=1[C:4](=[O:20])[N:5]([CH:12]1[CH2:17][CH2:16][C:15](=[O:18])[NH:14][C:13]1=[O:19])[C:6]2=[O:11].[CH:21]1([C:24](Cl)=[O:25])[CH2:23][CH2:22]1.CO. Product: [O:19]=[C:13]1[CH:12]([N:5]2[C:4](=[O:20])[C:3]3[C:7](=[CH:8][CH:9]=[CH:10][C:2]=3[NH:1][C:24]([CH:21]3[CH2:23][CH2:22]3)=[O:25])[C:6]2=[O:11])[CH2:17][CH2:16][C:15](=[O:18])[NH:14]1. The catalyst class is: 116. (2) Reactant: [CH2:1]([O:8][C:9]([NH:11][C:12]([CH2:19][CH3:20])([CH2:17][CH3:18])[C:13]([O:15][CH3:16])=[O:14])=[O:10])[C:2]1[CH:7]=[CH:6][CH:5]=[CH:4][CH:3]=1.[H-].[Na+].[CH3:23]I. Product: [CH2:1]([O:8][C:9]([N:11]([CH3:23])[C:12]([CH2:19][CH3:20])([CH2:17][CH3:18])[C:13]([O:15][CH3:16])=[O:14])=[O:10])[C:2]1[CH:3]=[CH:4][CH:5]=[CH:6][CH:7]=1. The catalyst class is: 483.